This data is from Full USPTO retrosynthesis dataset with 1.9M reactions from patents (1976-2016). The task is: Predict the reactants needed to synthesize the given product. (1) Given the product [Cl:1][C:2]1[CH:3]=[C:4]([C@@H:8]2[C@@H:13]([C:14]3[CH:19]=[CH:18][C:17]([Cl:20])=[CH:16][CH:15]=3)[N:12]([CH:21]([CH2:24][CH3:25])[CH2:22][CH3:23])[C:11](=[O:26])[C@:10]([CH2:28][C:29]([NH:50][NH:51][C:52]([NH2:54])=[O:53])=[O:30])([CH3:27])[CH2:9]2)[CH:5]=[CH:6][CH:7]=1, predict the reactants needed to synthesize it. The reactants are: [Cl:1][C:2]1[CH:3]=[C:4]([C@@H:8]2[C@@H:13]([C:14]3[CH:19]=[CH:18][C:17]([Cl:20])=[CH:16][CH:15]=3)[N:12]([CH:21]([CH2:24][CH3:25])[CH2:22][CH3:23])[C:11](=[O:26])[C@:10]([CH2:28][C:29](O)=[O:30])([CH3:27])[CH2:9]2)[CH:5]=[CH:6][CH:7]=1.C1C=CC2N(O)N=NC=2C=1.C(N(CC)CC)C.Cl.[NH2:50][NH:51][C:52]([NH2:54])=[O:53]. (2) Given the product [CH3:1][O:2][C:3]([C:5]1[CH:6]=[C:7]2[CH:13]=[C:12]([C:14]([C:46]3[CH:47]=[CH:48][C:43]([S:40]([CH3:39])(=[O:42])=[O:41])=[CH:44][CH:45]=3)=[CH:15][CH:16]([CH3:18])[CH3:17])[N:11]([S:30]([C:33]3[CH:34]=[CH:35][CH:36]=[CH:37][CH:38]=3)(=[O:32])=[O:31])[C:8]2=[N:9][CH:10]=1)=[O:4], predict the reactants needed to synthesize it. The reactants are: [CH3:1][O:2][C:3]([C:5]1[CH:6]=[C:7]2[CH:13]=[C:12]([C:14](OS(C3C=CC(C)=CC=3)(=O)=O)=[CH:15][CH:16]([CH3:18])[CH3:17])[N:11]([S:30]([C:33]3[CH:38]=[CH:37][CH:36]=[CH:35][CH:34]=3)(=[O:32])=[O:31])[C:8]2=[N:9][CH:10]=1)=[O:4].[CH3:39][S:40]([C:43]1[CH:48]=[CH:47][C:46](B(O)O)=[CH:45][CH:44]=1)(=[O:42])=[O:41].C(=O)([O-])[O-].[Na+].[Na+]. (3) Given the product [C:22]([O:27][CH2:10][C:11]([O:13][CH:14]1[C:19]([CH3:21])([CH3:20])[CH2:18][O:17][C:15]1=[O:16])=[O:12])(=[O:26])[C:23]([CH3:25])=[CH2:24], predict the reactants needed to synthesize it. The reactants are: C(=O)([O-])[O-].[K+].[K+].[I-].[Na+].Cl[CH2:10][C:11]([O:13][CH:14]1[C:19]([CH3:21])([CH3:20])[CH2:18][O:17][C:15]1=[O:16])=[O:12].[C:22]([OH:27])(=[O:26])[C:23]([CH3:25])=[CH2:24]. (4) Given the product [CH:1]([C:4]1[CH:11]=[CH:10][C:7]([CH2:8][N:12]2[CH2:17][CH2:16][NH:15][CH2:14][CH2:13]2)=[CH:6][CH:5]=1)([CH3:3])[CH3:2], predict the reactants needed to synthesize it. The reactants are: [CH:1]([C:4]1[CH:11]=[CH:10][C:7]([CH2:8]Cl)=[CH:6][CH:5]=1)([CH3:3])[CH3:2].[NH:12]1[CH2:17][CH2:16][NH:15][CH2:14][CH2:13]1. (5) The reactants are: [CH3:1][C:2]1[CH:7]=[CH:6][C:5]([N+:8]([O-])=O)=[CH:4][C:3]=1[NH:11][C:12]1C=[C:16]([C:18]2[CH:19]=[N:20][CH:21]=[CH:22][CH:23]=2)[CH:15]=[CH:14][N:13]=1.O.[NH2:25]N. Given the product [CH3:1][C:2]1[C:3]([NH:11][C:12]2[N:25]=[C:16]([C:18]3[CH:19]=[N:20][CH:21]=[CH:22][CH:23]=3)[CH:15]=[CH:14][N:13]=2)=[CH:4][C:5]([NH2:8])=[CH:6][CH:7]=1, predict the reactants needed to synthesize it. (6) Given the product [Cl:26][C:17]1[CH:16]=[C:15]([CH:20]=[CH:19][C:18]=1[O:21][CH2:22][CH:23]1[CH2:25][CH2:24]1)[CH2:14][C@H:10]1[O:11][CH2:12][CH2:13][NH:8][CH2:9]1, predict the reactants needed to synthesize it. The reactants are: C([N:8]1[CH2:13][CH2:12][O:11][C@H:10]([CH2:14][C:15]2[CH:20]=[CH:19][C:18]([O:21][CH2:22][CH:23]3[CH2:25][CH2:24]3)=[C:17]([Cl:26])[CH:16]=2)[CH2:9]1)C1C=CC=CC=1. (7) Given the product [CH3:3][O:4][C:5](=[O:6])[CH2:7][CH2:25][CH:24]([NH:23][C:22]([O:21][CH2:14][C:15]1[CH:20]=[CH:19][CH:18]=[CH:17][CH:16]=1)=[O:35])[C:29]1[CH:30]=[CH:31][CH:32]=[CH:33][CH:34]=1, predict the reactants needed to synthesize it. The reactants are: [Li+].[Cl-].[CH3:3][O:4][C:5]([CH2:7]P(OC)(OC)=O)=[O:6].[CH2:14]([O:21][C:22](=[O:35])[NH:23][CH:24]([C:29]1[CH:34]=[CH:33][CH:32]=[CH:31][CH:30]=1)[CH2:25]CC=O)[C:15]1[CH:20]=[CH:19][CH:18]=[CH:17][CH:16]=1.